Dataset: Reaction yield outcomes from USPTO patents with 853,638 reactions. Task: Predict the reaction yield, written as a fraction of the theoretical maximum amount of product (1.0 means a 100% yield; for example, 0.34 means a 34% yield). (1) The reactants are Cl.[C:2]([C:6]1[CH:26]=[CH:25][C:9]([CH2:10][NH:11][CH2:12][CH2:13][C:14]2[CH:19]=[C:18]([C:20]([F:23])([F:22])[F:21])[CH:17]=[C:16]([F:24])[CH:15]=2)=[CH:8][CH:7]=1)([CH3:5])([CH3:4])[CH3:3].[Cl:27][C:28]1[C:29]([F:41])=[C:30]([CH:34]=[C:35]([C:37]([F:40])([F:39])[F:38])[CH:36]=1)[C:31](O)=[O:32].CCN(CC)CC. The catalyst is CCOC(C)=O. The product is [C:2]([C:6]1[CH:7]=[CH:8][C:9]([CH2:10][N:11]([CH2:12][CH2:13][C:14]2[CH:19]=[C:18]([C:20]([F:23])([F:21])[F:22])[CH:17]=[C:16]([F:24])[CH:15]=2)[C:31](=[O:32])[C:30]2[CH:34]=[C:35]([C:37]([F:38])([F:39])[F:40])[CH:36]=[C:28]([Cl:27])[C:29]=2[F:41])=[CH:25][CH:26]=1)([CH3:5])([CH3:3])[CH3:4]. The yield is 0.997. (2) The reactants are [CH3:1][O:2][C:3]1[CH:4]=[C:5]2[C:10](=[CH:11][C:12]=1[O:13][CH3:14])[N:9]=[CH:8][CH:7]=[C:6]2[O:15][C:16]1[C:22]([CH3:23])=[CH:21][C:19]([NH2:20])=[C:18]([CH3:24])[CH:17]=1.C1(C)C=CC=CC=1.C(N(CC)CC)C.Cl[C:40](Cl)([O:42]C(=O)OC(Cl)(Cl)Cl)Cl.[F:51][C:52]1[CH:60]=[C:59]([F:61])[C:58]([F:62])=[CH:57][C:53]=1[CH:54]([OH:56])[CH3:55]. The catalyst is C(Cl)Cl. The product is [CH3:1][O:2][C:3]1[CH:4]=[C:5]2[C:10](=[CH:11][C:12]=1[O:13][CH3:14])[N:9]=[CH:8][CH:7]=[C:6]2[O:15][C:16]1[C:22]([CH3:23])=[CH:21][C:19]([NH:20][C:40](=[O:42])[O:56][CH:54]([C:53]2[CH:57]=[C:58]([F:62])[C:59]([F:61])=[CH:60][C:52]=2[F:51])[CH3:55])=[C:18]([CH3:24])[CH:17]=1. The yield is 0.480. (3) The reactants are [C:1]([N:4]1[C:13]2[C:8](=[CH:9][C:10]([C:14]3[N:15]=[N:16][N:17]([CH2:19][C:20]([O:22]C)=[O:21])[CH:18]=3)=[CH:11][CH:12]=2)[C@H:7]([NH:24][C:25]([O:27][CH:28]([CH3:30])[CH3:29])=[O:26])[CH2:6][C@@H:5]1[CH3:31])(=[O:3])[CH3:2].[OH-].[Na+]. The catalyst is CO. The product is [C:1]([N:4]1[C:13]2[C:8](=[CH:9][C:10]([C:14]3[N:15]=[N:16][N:17]([CH2:19][C:20]([OH:22])=[O:21])[CH:18]=3)=[CH:11][CH:12]=2)[C@H:7]([NH:24][C:25]([O:27][CH:28]([CH3:30])[CH3:29])=[O:26])[CH2:6][C@@H:5]1[CH3:31])(=[O:3])[CH3:2]. The yield is 0.970. (4) The reactants are [C:1]([N:8]1[CH2:13][CH2:12][NH:11][CH2:10][CH2:9]1)([O:3][C:4]([CH3:7])([CH3:6])[CH3:5])=[O:2].[N:14]#[C:15]Br. The catalyst is C(Cl)Cl. The product is [C:15]([N:11]1[CH2:10][CH2:9][N:8]([C:1]([O:3][C:4]([CH3:7])([CH3:6])[CH3:5])=[O:2])[CH2:13][CH2:12]1)#[N:14]. The yield is 0.570. (5) The reactants are Cl[C:2]1[C:11]2[C:6](=[CH:7][C:8]([F:12])=[CH:9][CH:10]=2)[N:5]=[C:4]([C:13]([F:22])([F:21])[C:14]2[CH:19]=[CH:18][C:17]([F:20])=[CH:16][CH:15]=2)[N:3]=1.[I-].[K+].CCN(C(C)C)C(C)C.[CH3:34][C:35]1[NH:39][N:38]=[C:37]([NH2:40])[CH:36]=1. The catalyst is CN(C=O)C.O. The product is [F:21][C:13]([F:22])([C:14]1[CH:19]=[CH:18][C:17]([F:20])=[CH:16][CH:15]=1)[C:4]1[N:3]=[C:2]([NH:40][C:37]2[CH:36]=[C:35]([CH3:34])[NH:39][N:38]=2)[C:11]2[C:6](=[CH:7][C:8]([F:12])=[CH:9][CH:10]=2)[N:5]=1. The yield is 0.190.